The task is: Predict the reaction yield, written as a fraction of the theoretical maximum amount of product (1.0 means a 100% yield; for example, 0.34 means a 34% yield).. This data is from Reaction yield outcomes from USPTO patents with 853,638 reactions. The reactants are [F:1][C:2]1[C:10]([O:11][C:12]2[C:21]3[C:16](=[CH:17][C:18]([OH:24])=[C:19]([O:22][CH3:23])[CH:20]=3)[N:15]=[CH:14][N:13]=2)=[CH:9][CH:8]=[C:7]2[C:3]=1[CH:4]=[C:5]([CH3:25])[NH:6]2.S(C1C=CC(C)=CC=1)(O[CH2:30][CH:31]1[O:33][CH2:32]1)(=O)=O.C(=O)([O-])[O-].[K+].[K+]. The catalyst is CC(N(C)C)=O. The product is [F:1][C:2]1[C:10]([O:11][C:12]2[C:21]3[C:16](=[CH:17][C:18]([O:24][CH2:30][C@H:31]4[CH2:32][O:33]4)=[C:19]([O:22][CH3:23])[CH:20]=3)[N:15]=[CH:14][N:13]=2)=[CH:9][CH:8]=[C:7]2[C:3]=1[CH:4]=[C:5]([CH3:25])[NH:6]2. The yield is 0.850.